Dataset: Full USPTO retrosynthesis dataset with 1.9M reactions from patents (1976-2016). Task: Predict the reactants needed to synthesize the given product. (1) Given the product [CH2:1]([O:3][C:4]([C:6]1[C:7]([CH2:18][Br:26])=[C:8]2[C:13]([Cl:14])=[C:12]([C:15]#[N:16])[CH:11]=[N:10][N:9]2[CH:17]=1)=[O:5])[CH3:2], predict the reactants needed to synthesize it. The reactants are: [CH2:1]([O:3][C:4]([C:6]1[C:7]([CH3:18])=[C:8]2[C:13]([Cl:14])=[C:12]([C:15]#[N:16])[CH:11]=[N:10][N:9]2[CH:17]=1)=[O:5])[CH3:2].C1C(=O)N([Br:26])C(=O)C1. (2) Given the product [CH3:1][O:2][C:3]([C:5]1[N:6]([N:23]([CH3:25])[CH3:24])[C:7](=[O:22])[C:8]2[C:13]([C:14]=1[C:15]1[CH:20]=[CH:19][CH:18]=[CH:17][CH:16]=1)=[CH:12][C:11]([Cl:21])=[CH:10][CH:9]=2)=[O:4], predict the reactants needed to synthesize it. The reactants are: [CH3:1][O:2][C:3]([C:5]1[N:6]([NH:23][CH3:24])[C:7](=[O:22])[C:8]2[C:13]([C:14]=1[C:15]1[CH:20]=[CH:19][CH:18]=[CH:17][CH:16]=1)=[CH:12][C:11]([Cl:21])=[CH:10][CH:9]=2)=[O:4].[C:25](=O)([O-])[O-].[K+].[K+].CI. (3) Given the product [Br:1][C:2]1[CH:7]=[CH:6][C:5]([CH:8]([CH2:15][C:16]2[CH:21]=[CH:20][C:19]([O:22][CH2:23][CH2:24][C:25]3[CH:30]=[CH:29][CH:28]=[C:27]([NH:31][CH3:32])[N:26]=3)=[CH:18][CH:17]=2)[CH2:9][C:10]([O:12][CH2:13][CH3:14])=[O:11])=[CH:4][CH:3]=1, predict the reactants needed to synthesize it. The reactants are: [Br:1][C:2]1[CH:7]=[CH:6][C:5]([CH:8]([CH2:15][C:16]2[CH:21]=[CH:20][C:19]([O:22][CH2:23][CH2:24][C:25]3[CH:30]=[CH:29][CH:28]=[C:27]([N:31](C(OC(C)(C)C)=O)[CH3:32])[N:26]=3)=[CH:18][CH:17]=2)[CH2:9][C:10]([O:12][CH2:13][CH3:14])=[O:11])=[CH:4][CH:3]=1. (4) Given the product [C:1]([C:5]1[N:10]=[C:9]([CH3:11])[N:8]=[C:7]([N:12]2[CH2:13][CH2:14][N:15]([CH2:18][CH2:19][CH2:20][CH2:21][NH:22][C:28]([N:30]3[CH2:31][CH2:32][N:33]4[C:36]([CH3:35])=[N:37][N:38]=[C:39]4[CH2:34]3)=[O:29])[CH2:16][CH2:17]2)[CH:6]=1)([CH3:4])([CH3:2])[CH3:3], predict the reactants needed to synthesize it. The reactants are: [C:1]([C:5]1[N:10]=[C:9]([CH3:11])[N:8]=[C:7]([N:12]2[CH2:17][CH2:16][N:15]([CH2:18][CH2:19][CH2:20][CH2:21][NH2:22])[CH2:14][CH2:13]2)[CH:6]=1)([CH3:4])([CH3:3])[CH3:2].C1N=CN([C:28]([N:30]2[CH:34]=[N:33][CH:32]=[CH:31]2)=[O:29])C=1.[CH3:35][C:36]1N2CCNC[C:39]2=[N:38][N:37]=1.